From a dataset of Reaction yield outcomes from USPTO patents with 853,638 reactions. Predict the reaction yield, written as a fraction of the theoretical maximum amount of product (1.0 means a 100% yield; for example, 0.34 means a 34% yield). (1) The reactants are [CH3:1][O:2][C:3]1[CH:4]=[C:5]2[C:10](=[CH:11][C:12]=1[O:13][CH3:14])[N:9]=[CH:8][N:7]=[C:6]2[O:15][C:16]1[CH:17]=[C:18]([CH:20]=[CH:21][CH:22]=1)[NH2:19].[C:23]([C:27]1[CH:31]=[C:30]([NH:32][C:33](=O)[O:34]C2C=CC=CC=2)[N:29]([C:42]2[CH:47]=[CH:46][C:45]([C:48]#[N:49])=[CH:44][CH:43]=2)[N:28]=1)([CH3:26])([CH3:25])[CH3:24]. The catalyst is C1COCC1.CN(C1C=CN=CC=1)C. The product is [C:23]([C:27]1[CH:31]=[C:30]([NH:32][C:33]([NH:19][C:18]2[CH:20]=[CH:21][CH:22]=[C:16]([O:15][C:6]3[C:5]4[C:10](=[CH:11][C:12]([O:13][CH3:14])=[C:3]([O:2][CH3:1])[CH:4]=4)[N:9]=[CH:8][N:7]=3)[CH:17]=2)=[O:34])[N:29]([C:42]2[CH:43]=[CH:44][C:45]([C:48]#[N:49])=[CH:46][CH:47]=2)[N:28]=1)([CH3:26])([CH3:24])[CH3:25]. The yield is 0.600. (2) The reactants are [C:1]([O:5][C:6]([N:8]1[CH2:13][C:12](B2OC(C)(C)C(C)(C)O2)=[CH:11][CH2:10][CH2:9]1)=[O:7])([CH3:4])([CH3:3])[CH3:2].[NH2:23][C:24]1[CH:29]=[CH:28][C:27]([CH:30]2[CH2:35][CH2:34][N:33]([C:36](=[O:38])[CH3:37])[CH2:32][CH2:31]2)=[CH:26][C:25]=1Br.C([O-])([O-])=O.[Na+].[Na+]. The catalyst is C1(C)C=CC=CC=1.CCO.CCOC(C)=O.C1C=CC([P]([Pd]([P](C2C=CC=CC=2)(C2C=CC=CC=2)C2C=CC=CC=2)([P](C2C=CC=CC=2)(C2C=CC=CC=2)C2C=CC=CC=2)[P](C2C=CC=CC=2)(C2C=CC=CC=2)C2C=CC=CC=2)(C2C=CC=CC=2)C2C=CC=CC=2)=CC=1. The product is [C:1]([O:5][C:6]([N:8]1[CH2:13][C:12]([C:25]2[CH:26]=[C:27]([CH:30]3[CH2:35][CH2:34][N:33]([C:36](=[O:38])[CH3:37])[CH2:32][CH2:31]3)[CH:28]=[CH:29][C:24]=2[NH2:23])=[CH:11][CH2:10][CH2:9]1)=[O:7])([CH3:2])([CH3:3])[CH3:4]. The yield is 0.930. (3) The reactants are F[C:2](F)(F)[S:3](O[Si](C)(C)C)(=O)=O.C(N([CH2:18][CH3:19])CC)C.[B-](F)(F)(F)F.[B-](F)(F)(F)F.C1[N+]2(CCl)CC[N+](F)(CC2)C1.[F-:41].C([N+]([CH2:55][CH2:56][CH2:57][CH3:58])(CCCC)CCCC)CCC.C([O:62][CH2:63]C)(=O)C. The catalyst is ClCCl.O. The product is [F:41][CH:19]1[CH2:18][CH2:58][C:57]2[S:3][CH:2]=[CH:55][C:56]=2[C:63]1=[O:62]. The yield is 0.720. (4) The reactants are [CH2:1]([N:8]1[C:13](=[O:14])[C:12]([CH2:15]OS(C)(=O)=O)=[CH:11][C:10]([C:21]2[CH:26]=[CH:25][C:24]([F:27])=[C:23]([CH3:28])[CH:22]=2)=[N:9]1)[C:2]1[CH:7]=[CH:6][CH:5]=[CH:4][CH:3]=1.[CH3:29][N:30]1[CH2:35][CH2:34][NH:33][CH2:32][CH2:31]1. No catalyst specified. The product is [CH2:1]([N:8]1[C:13](=[O:14])[C:12]([CH2:15][N:33]2[CH2:34][CH2:35][N:30]([CH3:29])[CH2:31][CH2:32]2)=[CH:11][C:10]([C:21]2[CH:26]=[CH:25][C:24]([F:27])=[C:23]([CH3:28])[CH:22]=2)=[N:9]1)[C:2]1[CH:7]=[CH:6][CH:5]=[CH:4][CH:3]=1. The yield is 0.813. (5) The reactants are [F:1][C:2]([F:12])([F:11])[O:3][C:4]1[CH:5]=[C:6]([CH:8]=[CH:9][CH:10]=1)[NH2:7].[F:13][C:14]([F:19])([F:18])[CH:15]1[O:17][CH2:16]1. No catalyst specified. The product is [F:1][C:2]([F:11])([F:12])[O:3][C:4]1[CH:5]=[C:6]([NH:7][CH2:16][CH:15]([OH:17])[C:14]([F:19])([F:18])[F:13])[CH:8]=[CH:9][CH:10]=1. The yield is 0.880. (6) The reactants are [CH3:1][N:2]1[CH2:7][CH2:6][N:5]([C:8]([C:10]2[CH:22]=[C:21]3[C:13]([C:14]4[C:15](B5OC(C)(C)C(C)(C)O5)=[CH:16][CH:17]=[C:18]([C:23]([NH2:25])=[O:24])[C:19]=4[NH:20]3)=[CH:12][CH:11]=2)=[O:9])[CH2:4][CH2:3]1.Br[C:36]1[CH:45]=[CH:44][CH:43]=[C:42]2[C:37]=1[CH:38]=[CH:39][CH:40]=[C:41]2[NH2:46].C(=O)([O-])[O-].[K+].[K+]. The catalyst is C1(C)C=CC=CC=1.C(O)C. The product is [NH2:46][C:41]1[CH:40]=[CH:39][CH:38]=[C:37]2[C:42]=1[CH:43]=[CH:44][CH:45]=[C:36]2[C:15]1[C:14]2[C:13]3[C:21](=[CH:22][C:10]([C:8]([N:5]4[CH2:4][CH2:3][N:2]([CH3:1])[CH2:7][CH2:6]4)=[O:9])=[CH:11][CH:12]=3)[NH:20][C:19]=2[C:18]([C:23]([NH2:25])=[O:24])=[CH:17][CH:16]=1. The yield is 0.420.